This data is from Full USPTO retrosynthesis dataset with 1.9M reactions from patents (1976-2016). The task is: Predict the reactants needed to synthesize the given product. Given the product [Cl:12][C:13]1[CH:14]=[C:15]([CH:18]=[CH:19][CH:20]=1)[CH2:16][NH:17][C:2]1[CH:7]=[C:6]([F:8])[CH:5]=[CH:4][C:3]=1[N+:9]([O-:11])=[O:10], predict the reactants needed to synthesize it. The reactants are: F[C:2]1[CH:7]=[C:6]([F:8])[CH:5]=[CH:4][C:3]=1[N+:9]([O-:11])=[O:10].[Cl:12][C:13]1[CH:14]=[C:15]([CH:18]=[CH:19][CH:20]=1)[CH2:16][NH2:17].C(N(CC)C(C)C)(C)C.